Binary Classification. Given a miRNA mature sequence and a target amino acid sequence, predict their likelihood of interaction. From a dataset of Experimentally validated miRNA-target interactions with 360,000+ pairs, plus equal number of negative samples. (1) The miRNA is hsa-miR-6719-3p with sequence UCUGACAUCAGUGAUUCUCCUG. The protein sequence of the target gene is MDYKSSLIQDGNPMENLEKQLICPICLEMFTKPVVILPCQHNLCRKCANDIFQAANPYWTSRGSSVSMSGGRFRCPTCRHEVIMDRHGVYGLQRNLLVENIIDIYKQECSSRPLQKGSHPMCKEHEDEKINIYCLTCEVPTCSMCKVFGIHKACEVAPLQSVFQGQKTELNNCISMLVAGNDRVQTIITQLEDSRRVTKENSHQVKEELSQKFDTLYAILDEKKSELLQRITQEQEKKLSFIEALIQQYQEQLDKSTKLVETAIQSLDEPGGATFLLTAKQLIKSIVEASKGCQLGKTEQ.... Result: 1 (interaction). (2) Result: 0 (no interaction). The miRNA is hsa-miR-6853-3p with sequence UGUUCAUUGGAACCCUGCGCAG. The protein sequence of the target gene is MTKHPPNRRGISFEVGAQLEARDRLKNWYPAHIEDIDYEEGKVLIHFKRWNHRYDEWFCWDSPYLRPLEKIQLRKEGLHEEDGSSEFQINEQVLACWSDCRFYPAKVTAVNKDGTYTVKFYDGVVQTVKHIHVKAFSKDQNIVGNARPKETDHKSLSSSPDKREKFKEQRKATVNVKKDKEDKPLKTEKRPKQPDKEGKLICSEKGKVSEKSLPKNEKEDKENISENDREYSGDAQVDKKPENDIVKSPQENLREPKRKRGRPPSIAPTAVDSNSQTLQPITLELRRRKISKGCEVPLKR.... (3) The miRNA is hsa-miR-3646 with sequence AAAAUGAAAUGAGCCCAGCCCA. The protein sequence of the target gene is MAGGYGVMGDDGSIDYTVHEAWNEATNVYLIVILVSFGLFMYAKRNKRRIMRIFSVPPTEETLSEPNFYDTISKIRLRQQLEMYSISRKYDYQQPQNQADSVQLSLE. Result: 1 (interaction). (4) The protein sequence of the target gene is MDYSYLNSYDSCVAAMEASAYGDFGACSQPGGFQYSPLRPAFPAAGPPCPALGSSNCALGALRDHQPAPYSAVPYKFFPEPSGLHEKRKQRRIRTTFTSAQLKELERVFAETHYPDIYTREELALKIDLTEARVQVWFQNRRAKFRKQERAASAKGAAGAAGAKKGEARCSSEDDDSKESTCSPTPDSTASLPPPPAPGLASPRLSPSPLPVALGSGPGPGPGPQPLKGALWAGVAGGGGGGPGAGAAELLKAWQPAESGPGPFSGVLSSFHRKPGPALKTNLF. The miRNA is hsa-miR-106a-3p with sequence CUGCAAUGUAAGCACUUCUUAC. Result: 0 (no interaction). (5) Result: 0 (no interaction). The miRNA is hsa-miR-1238-3p with sequence CUUCCUCGUCUGUCUGCCCC. The protein sequence of the target gene is MRLSPVSLRLSRGPALLALALPLAAALAFSDETLDKVTKSEGYCSRILRAQGTRREGYTEFSLRVEGDPDFYKPGSSYRVTLSAAPPSYFRGFTLIALKENQEGDKEEDHAGTFQIIDEEETQFMSNCPVAVTESTPRRRTRIQVFWIAPPTGTGCVILKASIVQKRIIYFQDEGSLTKKLCEQDPTLDGVTDRPILDCCACGTAKYRLTFYGNWSEKTHPKDYPRRANHWSAIIGGSHSKNYVLWEYGGYASEGVKQVAELGSPVKMEEEIRQQSDEVLTVIKAKAQWPAWQPVNVRAA....